From a dataset of Forward reaction prediction with 1.9M reactions from USPTO patents (1976-2016). Predict the product of the given reaction. The product is: [C:1]([O:5][C:6](=[O:35])[CH2:7][CH2:8][C:9]1[CH:14]=[CH:13][C:12]([O:15][Si:16]([C:29]([CH3:32])([CH3:31])[CH3:30])([C:17]2[CH:22]=[CH:21][CH:20]=[CH:19][CH:18]=2)[C:23]2[CH:24]=[CH:25][CH:26]=[CH:27][CH:28]=2)=[CH:11][C:10]=1[CH2:33][O:34][CH2:41][C:42]1[CH:47]=[CH:46][CH:45]=[CH:44][CH:43]=1)([CH3:4])([CH3:2])[CH3:3]. Given the reactants [C:1]([O:5][C:6](=[O:35])[CH2:7][CH2:8][C:9]1[CH:14]=[CH:13][C:12]([O:15][Si:16]([C:29]([CH3:32])([CH3:31])[CH3:30])([C:23]2[CH:28]=[CH:27][CH:26]=[CH:25][CH:24]=2)[C:17]2[CH:22]=[CH:21][CH:20]=[CH:19][CH:18]=2)=[CH:11][C:10]=1[CH2:33][OH:34])([CH3:4])([CH3:3])[CH3:2].CN(C=O)C.[CH2:41](Br)[C:42]1[CH:47]=[CH:46][CH:45]=[CH:44][CH:43]=1.[H-].[Na+], predict the reaction product.